Predict the product of the given reaction. From a dataset of Forward reaction prediction with 1.9M reactions from USPTO patents (1976-2016). Given the reactants [CH3:1][C:2]1[CH:3]=[CH:4][C:5]([N+:12]([O-:14])=[O:13])=[C:6]([CH2:8][C:9]([OH:11])=O)[CH:7]=1.CN(C(ON1N=NC2C=CC=NC1=2)=[N+](C)C)C.F[P-](F)(F)(F)(F)F.C(N(CC)CC)C.[NH:46]1[CH2:51][CH2:50][O:49][CH2:48][CH2:47]1, predict the reaction product. The product is: [CH3:1][C:2]1[CH:3]=[CH:4][C:5]([N+:12]([O-:14])=[O:13])=[C:6]([CH2:8][C:9]([N:46]2[CH2:51][CH2:50][O:49][CH2:48][CH2:47]2)=[O:11])[CH:7]=1.